This data is from Full USPTO retrosynthesis dataset with 1.9M reactions from patents (1976-2016). The task is: Predict the reactants needed to synthesize the given product. (1) The reactants are: CC(C)([O-])C.[Na+].[N:7]1([C:15]([O:17][C:18]([CH3:21])([CH3:20])[CH3:19])=[O:16])[CH:11]2[CH2:12][NH:13][CH2:14][CH:10]2[CH2:9][CH2:8]1.I[C:23]1[CH:24]=[CH:25][CH:26]=[C:27]2[C:32]=1[N:31]=[CH:30][C:29]([S:33]([C:36]1[CH:41]=[CH:40][CH:39]=[CH:38][CH:37]=1)(=[O:35])=[O:34])=[CH:28]2. Given the product [C:36]1([S:33]([C:29]2[CH:30]=[N:31][C:32]3[C:27]([CH:28]=2)=[CH:26][CH:25]=[CH:24][C:23]=3[N:13]2[CH2:14][CH:10]3[CH2:9][CH2:8][N:7]([C:15]([O:17][C:18]([CH3:21])([CH3:20])[CH3:19])=[O:16])[CH:11]3[CH2:12]2)(=[O:35])=[O:34])[CH:41]=[CH:40][CH:39]=[CH:38][CH:37]=1, predict the reactants needed to synthesize it. (2) Given the product [CH:26]1([C:31]([NH:23][C:3]2[CH:4]=[C:5]([CH:8]3[C:17]([CH3:19])([CH3:18])[CH2:16][C:15]4[C:10](=[CH:11][CH:12]=[C:13]([C:20]([O:22][CH3:34])=[O:21])[CH:14]=4)[NH:9]3)[CH:6]=[CH:7][C:2]=2[F:1])=[O:33])[CH2:30][CH2:29][CH2:28][CH2:27]1, predict the reactants needed to synthesize it. The reactants are: [F:1][C:2]1[CH:7]=[CH:6][C:5]([CH:8]2[C:17]([CH3:19])([CH3:18])[CH2:16][C:15]3[C:10](=[CH:11][CH:12]=[C:13]([C:20]([O-:22])=[O:21])[CH:14]=3)[NH:9]2)=[CH:4][C:3]=1[N+:23]([O-])=O.[CH:26]1([C:31]([OH:33])=O)[CH2:30][CH2:29][CH2:28][CH2:27]1.[CH:34](N(CC)C(C)C)(C)C.P(Cl)(Cl)(Cl)=O. (3) Given the product [OH:14][CH2:13][CH:10]1[O:9][C:6]2[N:7]=[N:8][C:3]([CH:1]=[O:16])=[CH:4][C:5]=2[O:12][CH2:11]1, predict the reactants needed to synthesize it. The reactants are: [CH:1]([C:3]1[N:8]=[N:7][C:6]2[O:9][CH:10]([CH2:13][OH:14])[CH2:11][O:12][C:5]=2[CH:4]=1)=C.I([O-])(=O)(=O)=[O:16].[Na+]. (4) Given the product [CH2:11]([N:8]1[CH2:7][CH2:6][C:5]([O:4][C:1](=[O:3])[CH3:2])([C:18](=[O:20])[N:38]([CH3:37])[C:39]2[CH:44]=[CH:43][C:42]([O:45][C:46]([F:47])([F:48])[F:49])=[CH:41][CH:40]=2)[CH2:10][CH2:9]1)[C:12]1[CH:13]=[CH:14][CH:15]=[CH:16][CH:17]=1, predict the reactants needed to synthesize it. The reactants are: [C:1]([O:4][C:5]1([C:18]([OH:20])=O)[CH2:10][CH2:9][N:8]([CH2:11][C:12]2[CH:17]=[CH:16][CH:15]=[CH:14][CH:13]=2)[CH2:7][CH2:6]1)(=[O:3])[CH3:2].CCN(CC)CC.CCN(C(C)C)C(C)C.[CH3:37][NH:38][C:39]1[CH:44]=[CH:43][C:42]([O:45][C:46]([F:49])([F:48])[F:47])=[CH:41][CH:40]=1.OS([O-])(=O)=O.[K+]. (5) Given the product [Cl:1][C:2]1[CH:8]=[C:7]([O:9][C:10]2[C:19]3[C:14](=[CH:15][C:16]([O:22][CH3:23])=[C:17]([O:20][CH3:21])[CH:18]=3)[N:13]=[CH:12][N:11]=2)[CH:6]=[CH:5][C:3]=1[NH:4][C:39](=[O:41])[O:55][CH:53]([C:52]1[CH:56]=[C:57]([F:61])[C:58]([F:60])=[CH:59][C:51]=1[F:50])[CH3:54], predict the reactants needed to synthesize it. The reactants are: [Cl:1][C:2]1[CH:8]=[C:7]([O:9][C:10]2[C:19]3[C:14](=[CH:15][C:16]([O:22][CH3:23])=[C:17]([O:20][CH3:21])[CH:18]=3)[N:13]=[CH:12][N:11]=2)[CH:6]=[CH:5][C:3]=1[NH2:4].C1(C)C=CC=CC=1.C(N(CC)CC)C.Cl[C:39](Cl)([O:41]C(=O)OC(Cl)(Cl)Cl)Cl.[F:50][C:51]1[CH:59]=[C:58]([F:60])[C:57]([F:61])=[CH:56][C:52]=1[CH:53]([OH:55])[CH3:54]. (6) Given the product [CH3:22][C:21]([O:20][C:18]([N:14]1[C:15]2[C:11](=[CH:10][C:9]([O:8][CH2:7][C:1]3[CH:6]=[CH:5][CH:4]=[CH:3][CH:2]=3)=[CH:17][CH:16]=2)[CH:12]=[C:13]1[B:25]([OH:30])[OH:26])=[O:19])([CH3:24])[CH3:23], predict the reactants needed to synthesize it. The reactants are: [C:1]1([CH2:7][O:8][C:9]2[CH:10]=[C:11]3[C:15](=[CH:16][CH:17]=2)[N:14]([C:18]([O:20][C:21]([CH3:24])([CH3:23])[CH3:22])=[O:19])[CH:13]=[CH:12]3)[CH:6]=[CH:5][CH:4]=[CH:3][CH:2]=1.[B:25](OC(C)C)([O:30]C(C)C)[O:26]C(C)C.C([N-]C(C)C)(C)C.[Li+].Cl. (7) Given the product [F:19][C:20]1[CH:44]=[CH:43][C:23]([CH2:24][N:25]2[CH2:29][CH2:28][N:27]([C:30]3[S:31][C:32]([C:39]([NH:52][CH2:51][C:47]4[CH:46]=[N:45][CH:50]=[CH:49][CH:48]=4)=[O:41])=[C:33]([C:35]([F:37])([F:36])[F:38])[N:34]=3)[C:26]2=[O:42])=[CH:22][CH:21]=1, predict the reactants needed to synthesize it. The reactants are: C1(CN2CCN(C3SC(C(O)=O)=CN=3)C2=O)CC1.[F:19][C:20]1[CH:44]=[CH:43][C:23]([CH2:24][N:25]2[CH2:29][CH2:28][N:27]([C:30]3[S:31][C:32]([C:39]([OH:41])=O)=[C:33]([C:35]([F:38])([F:37])[F:36])[N:34]=3)[C:26]2=[O:42])=[CH:22][CH:21]=1.[N:45]1[CH:50]=[CH:49][CH:48]=[C:47]([CH2:51][NH2:52])[CH:46]=1. (8) Given the product [Cl:2][C:3]1[CH:4]=[C:5]([N:11]2[C:15]([CH3:16])=[C:14]([CH2:17][C:18]3[CH:27]=[CH:26][C:21]([C:22]([NH:24][NH:25][C:29](=[O:34])[C:30]([CH3:33])([CH3:32])[CH3:31])=[O:23])=[CH:20][CH:19]=3)[C:13]([CH3:28])=[N:12]2)[CH:6]=[CH:7][C:8]=1[C:9]#[N:10].[Cl:2][C:3]1[CH:4]=[C:5]([N:11]2[C:15]([CH3:16])=[C:14]([CH2:17][C:18]3[CH:19]=[CH:20][C:21]([C:22]([NH:24][NH:47][C:41]4[N:42]=[C:43]([O:45][CH3:46])[N:44]=[C:39]([O:38][CH3:37])[N:40]=4)=[O:23])=[CH:26][CH:27]=3)[C:13]([CH3:28])=[N:12]2)[CH:6]=[CH:7][C:8]=1[C:9]#[N:10], predict the reactants needed to synthesize it. The reactants are: Cl.[Cl:2][C:3]1[CH:4]=[C:5]([N:11]2[C:15]([CH3:16])=[C:14]([CH2:17][C:18]3[CH:27]=[CH:26][C:21]([C:22]([NH:24][NH2:25])=[O:23])=[CH:20][CH:19]=3)[C:13]([CH3:28])=[N:12]2)[CH:6]=[CH:7][C:8]=1[C:9]#[N:10].[C:29](O)(=[O:34])[C:30]([CH3:33])([CH3:32])[CH3:31].[Cl-].[CH3:37][O:38][C:39]1[N:44]=[C:43]([O:45][CH3:46])[N:42]=[C:41]([N+:47]2(C)CCOCC2)[N:40]=1. (9) Given the product [C:7]1([N:13]=[C:14]([S:21][CH:22]([CH3:24])[CH3:23])[CH2:15][CH2:16][Si:17]([CH3:19])([CH3:18])[CH3:20])[CH:12]=[CH:11][CH:10]=[CH:9][CH:8]=1, predict the reactants needed to synthesize it. The reactants are: C([Si](C)(C)C)#C.[C:7]1([N:13]=[C:14]([S:21][CH:22]([CH3:24])[CH3:23])[CH2:15][CH2:16][Si:17]([CH3:20])([CH3:19])[CH3:18])[CH:12]=[CH:11][CH:10]=[CH:9][CH:8]=1.C([Li])CCC.CCCCCC.C1(N=C=S)C=CC=CC=1.IC(C)C.